Dataset: Full USPTO retrosynthesis dataset with 1.9M reactions from patents (1976-2016). Task: Predict the reactants needed to synthesize the given product. (1) Given the product [CH3:1][O:2][C:3](=[O:15])[CH2:4][CH2:5][S:6][CH2:7][C:8]1[CH:13]=[CH:12][C:11]([C:32]2[CH:33]=[CH:34][C:29]([C:19]3[C:20]4[O:21][C:22]5[CH:28]=[CH:27][CH:26]=[CH:25][C:23]=5[C:24]=4[CH:16]=[CH:17][CH:18]=3)=[CH:30][CH:31]=2)=[CH:10][CH:9]=1, predict the reactants needed to synthesize it. The reactants are: [CH3:1][O:2][C:3](=[O:15])[CH2:4][CH2:5][S:6][CH2:7][C:8]1[CH:13]=[CH:12][C:11](Br)=[CH:10][CH:9]=1.[CH:16]1[C:24]2[C:23]3[CH:25]=[CH:26][CH:27]=[CH:28][C:22]=3[O:21][C:20]=2[C:19]([C:29]2[CH:34]=[CH:33][C:32](B(O)O)=[CH:31][CH:30]=2)=[CH:18][CH:17]=1.C([O-])([O-])=O.[K+].[K+]. (2) Given the product [OH:5][CH2:4][C:3]1([C:7]([N:41]2[CH2:40][C:39]3[CH:42]=[CH:43][C:44]([C:46]([O:48][CH3:49])=[O:47])=[CH:45][C:38]=3[O:37][CH2:36][C@@H:35]2[CH3:34])=[O:9])[CH2:2][CH2:10][CH2:6]1, predict the reactants needed to synthesize it. The reactants are: O[CH2:2][C:3]1([C:7]([OH:9])=O)[CH2:6][O:5][CH2:4]1.[CH3:10]N(C(ON1N=NC2C=CC=NC1=2)=[N+](C)C)C.F[P-](F)(F)(F)(F)F.[CH3:34][C@@H:35]1[NH:41][CH2:40][C:39]2[CH:42]=[CH:43][C:44]([C:46]([O:48][CH3:49])=[O:47])=[CH:45][C:38]=2[O:37][CH2:36]1.CCN(C(C)C)C(C)C. (3) Given the product [CH3:18][O:19][C:20]1[CH:21]=[C:22]([O:1][C:2]2[CH:3]=[C:4]3[C:8](=[CH:9][CH:10]=2)[CH:7]([NH:11][S:12]([CH:15]([CH3:17])[CH3:16])(=[O:14])=[O:13])[CH2:6][CH2:5]3)[CH:23]=[N:24][CH:25]=1, predict the reactants needed to synthesize it. The reactants are: [OH:1][C:2]1[CH:3]=[C:4]2[C:8](=[CH:9][CH:10]=1)[CH:7]([NH:11][S:12]([CH:15]([CH3:17])[CH3:16])(=[O:14])=[O:13])[CH2:6][CH2:5]2.[CH3:18][O:19][C:20]1[CH:21]=[C:22](B(O)O)[CH:23]=[N:24][CH:25]=1.C(N(CC)CC)C. (4) Given the product [C:1]([O:4][CH2:5][C:6]([NH:9][C@H:10]1[C@@H:15]2[C@@H:13]([C@H:14]2[C:16]([O:18][CH2:19][CH3:20])=[O:17])[C@:12]([NH:26][C:27]([O:29][C:30]([CH3:32])([CH3:33])[CH3:31])=[O:28])([C:21]([O:23][CH2:24][CH3:25])=[O:22])[C@@H:11]1[O:34][CH2:35][C:36]1[CH:41]=[CH:40][C:39]([Cl:42])=[C:38]([Cl:43])[CH:37]=1)=[O:7])(=[O:3])[CH3:2], predict the reactants needed to synthesize it. The reactants are: [C:1]([O:4][CH2:5][C:6](Cl)=[O:7])(=[O:3])[CH3:2].[NH2:9][C@H:10]1[C@@H:15]2[C@@H:13]([C@H:14]2[C:16]([O:18][CH2:19][CH3:20])=[O:17])[C@:12]([NH:26][C:27]([O:29][C:30]([CH3:33])([CH3:32])[CH3:31])=[O:28])([C:21]([O:23][CH2:24][CH3:25])=[O:22])[C@@H:11]1[O:34][CH2:35][C:36]1[CH:41]=[CH:40][C:39]([Cl:42])=[C:38]([Cl:43])[CH:37]=1.C(N(C(C)C)CC)(C)C. (5) The reactants are: C1C2C(COC(N[C@@H](CSC[C@H](O)CO)C(OC(C)(C)C)=O)=O)C3C(=CC=CC=3)C=2C=CC=1.C(Cl)(=O)CCCCCCCCC.[C:46]([O:59][CH2:60][C@@H:61]([O:91][C:92](=[O:104])[CH2:93][CH2:94][CH2:95][CH2:96][CH2:97][CH2:98][CH2:99][CH2:100][CH2:101]CC)[CH2:62][S:63][CH2:64][C@H:65]([NH:73][C:74]([O:76][CH2:77][CH:78]1[C:90]2[CH:89]=[CH:88][CH:87]=[CH:86][C:85]=2[C:84]2[C:79]1=[CH:80][CH:81]=[CH:82][CH:83]=2)=[O:75])[C:66]([O:68][C:69]([CH3:72])([CH3:71])[CH3:70])=[O:67])(=[O:58])[CH2:47][CH2:48][CH2:49][CH2:50][CH2:51][CH2:52][CH2:53][CH2:54][CH2:55]CC. Given the product [C:46]([O:59][CH2:60][C@@H:61]([O:91][C:92](=[O:104])[CH2:93][CH2:94][CH2:95][CH2:96][CH2:97][CH2:98][CH2:99][CH2:100][CH3:101])[CH2:62][S:63][CH2:64][C@H:65]([NH:73][C:74]([O:76][CH2:77][CH:78]1[C:79]2[CH:80]=[CH:81][CH:82]=[CH:83][C:84]=2[C:85]2[C:90]1=[CH:89][CH:88]=[CH:87][CH:86]=2)=[O:75])[C:66]([O:68][C:69]([CH3:70])([CH3:72])[CH3:71])=[O:67])(=[O:58])[CH2:47][CH2:48][CH2:49][CH2:50][CH2:51][CH2:52][CH2:53][CH2:54][CH3:55], predict the reactants needed to synthesize it. (6) Given the product [NH2:1]/[C:2](/[CH3:6])=[C:3](\[C:24]1[CH2:25][CH2:26][N:21]([CH2:14][C:15]2[CH:20]=[CH:19][CH:18]=[CH:17][CH:16]=2)[CH2:22][CH:23]=1)/[C:4]#[N:5], predict the reactants needed to synthesize it. The reactants are: [NH2:1]/[C:2](/[CH3:6])=[CH:3]\[C:4]#[N:5].CCN(CC)CC.[CH2:14]([N:21]1[CH2:26][CH2:25][C:24](=O)[CH2:23][CH2:22]1)[C:15]1[CH:20]=[CH:19][CH:18]=[CH:17][CH:16]=1. (7) Given the product [C:1]([O:5][C:6](=[O:20])[NH:7][C:8]1[CH:13]=[C:12]([CH3:14])[C:11]([C:15]([F:18])([F:17])[F:16])=[CH:10][C:9]=1[NH:19][C:26](=[O:25])[CH2:27][C:28]([C:30]1[CH:35]=[CH:34][CH:33]=[C:32]([C:36]2[CH:37]=[N:38][C:39]([CH3:43])=[CH:40][C:41]=2[CH3:42])[CH:31]=1)=[O:29])([CH3:4])([CH3:2])[CH3:3], predict the reactants needed to synthesize it. The reactants are: [C:1]([O:5][C:6](=[O:20])[NH:7][C:8]1[CH:13]=[C:12]([CH3:14])[C:11]([C:15]([F:18])([F:17])[F:16])=[CH:10][C:9]=1[NH2:19])([CH3:4])([CH3:3])[CH3:2].C([O:25][C:26](=O)[CH2:27][C:28]([C:30]1[CH:35]=[CH:34][CH:33]=[C:32]([C:36]2[CH:37]=[N:38][C:39]([CH3:43])=[CH:40][C:41]=2[CH3:42])[CH:31]=1)=[O:29])(C)(C)C. (8) The reactants are: [Br:1][C:2]1[C:18]([OH:19])=[CH:17][C:5]2[CH2:6][CH2:7][N:8]([C:11](=[O:16])[C:12]([F:15])([F:14])[F:13])[CH2:9][CH2:10][C:4]=2[CH:3]=1.C1C(=O)N([I:27])C(=O)C1. Given the product [Br:1][C:2]1[C:18]([OH:19])=[C:17]([I:27])[C:5]2[CH2:6][CH2:7][N:8]([C:11](=[O:16])[C:12]([F:15])([F:14])[F:13])[CH2:9][CH2:10][C:4]=2[CH:3]=1, predict the reactants needed to synthesize it. (9) Given the product [F:10][C:11]1[CH:16]=[CH:15][C:14]([C:17]2[C:26]3[CH2:25][CH2:24][CH2:23][N:22]([S:2]([CH3:5])(=[O:3])=[O:1])[C:21]=3[N:20]=[C:19]([CH:27]([CH3:28])[CH3:29])[C:18]=2[C:30]([O:32][CH3:33])=[O:31])=[CH:13][CH:12]=1, predict the reactants needed to synthesize it. The reactants are: [O:1](S(C)(=O)=O)[S:2]([CH3:5])(=O)=[O:3].[F:10][C:11]1[CH:16]=[CH:15][C:14]([C:17]2[C:26]3[CH2:25][CH2:24][CH2:23][NH:22][C:21]=3[N:20]=[C:19]([CH:27]([CH3:29])[CH3:28])[C:18]=2[C:30]([O:32][CH3:33])=[O:31])=[CH:13][CH:12]=1.N1C=C(C)C=C(C)C=1.C(OCC)(=O)C.